Dataset: Forward reaction prediction with 1.9M reactions from USPTO patents (1976-2016). Task: Predict the product of the given reaction. (1) Given the reactants Br[C:2]1[CH:3]=[C:4]2[C@@:15]3([CH2:20][CH2:19][O:18][C:17]([NH2:21])=[N:16]3)[C:14]3[CH:13]=[C:12](Cl)[N:11]=[C:10]([F:23])[C:9]=3[O:8][C:5]2=[CH:6][CH:7]=1.[F:24][C:25]1[C:30](B(O)O)=[CH:29][CH:28]=[CH:27][N:26]=1.[F:34][C:35]1[CH:40]=[C:39](B(O)O)[CH:38]=[CH:37][N:36]=1, predict the reaction product. The product is: [F:23][C:10]1[C:9]2[O:8][C:5]3[C:4]([C@@:15]4([CH2:20][CH2:19][O:18][C:17]([NH2:21])=[N:16]4)[C:14]=2[CH:13]=[C:12]([C:39]2[CH:38]=[CH:37][N:36]=[C:35]([F:34])[CH:40]=2)[N:11]=1)=[CH:3][C:2]([C:30]1[C:25]([F:24])=[N:26][CH:27]=[CH:28][CH:29]=1)=[CH:7][CH:6]=3. (2) Given the reactants [CH:1]1([N:7]([CH:19]2[CH2:24][CH2:23][CH2:22][CH2:21][CH2:20]2)[C:8]([NH:10][C:11]2[S:12][C:13]([S:16]C#N)=[CH:14][N:15]=2)=[O:9])[CH2:6][CH2:5][CH2:4][CH2:3][CH2:2]1.SC[C@@H]([C@@H](CS)O)O.[N:33](=[CH:41][CH2:42]Cl)[CH2:34][CH2:35][CH2:36][CH2:37][CH2:38][CH2:39]Cl, predict the reaction product. The product is: [N:33]1([CH2:41][CH2:42][S:16][C:13]2[S:12][C:11]([NH:10][C:8](=[O:9])[N:7]([CH:1]3[CH2:2][CH2:3][CH2:4][CH2:5][CH2:6]3)[CH:19]3[CH2:24][CH2:23][CH2:22][CH2:21][CH2:20]3)=[N:15][CH:14]=2)[CH2:39][CH2:38][CH2:37][CH2:36][CH2:35][CH2:34]1. (3) Given the reactants [Cl:1][C:2]1[CH:17]=[C:16]([N+:18]([O-:20])=[O:19])[CH:15]=[CH:14][C:3]=1[O:4][C:5]1[CH:12]=[CH:11][CH:10]=[C:9]([OH:13])[C:6]=1[CH:7]=O.C(#[N:23])C.C(=O)([O-])O.[Na+], predict the reaction product. The product is: [Cl:1][C:2]1[CH:17]=[C:16]([N+:18]([O-:20])=[O:19])[CH:15]=[CH:14][C:3]=1[O:4][C:5]1[C:6]2[CH:7]=[N:23][O:13][C:9]=2[CH:10]=[CH:11][CH:12]=1. (4) Given the reactants [OH:1][C:2]1[CH:7]=[CH:6][C:5]([NH:8]C(=O)C2C=CC=CC=2)=[C:4]([C:17]([C:19]2[CH:24]=[CH:23][CH:22]=[CH:21][CH:20]=2)=O)[CH:3]=1.C(=O)([O-])[O-].[K+].[K+].[CH2:31](Br)[C:32]1[CH:37]=[CH:36][CH:35]=[CH:34][CH:33]=1.O.C[N:41](C)C=O, predict the reaction product. The product is: [C:19]1([C:17]2[C:4]3[C:5](=[CH:6][CH:7]=[C:2]([O:1][CH2:31][C:32]4[CH:37]=[CH:36][CH:35]=[CH:34][CH:33]=4)[CH:3]=3)[NH:8][N:41]=2)[CH:20]=[CH:21][CH:22]=[CH:23][CH:24]=1. (5) Given the reactants [CH3:1][NH:2][C:3]1[CH:8]=[CH:7][N:6]=[C:5]2[CH:9]=[C:10]([C:12]3[N:13]=[CH:14][N:15]([CH3:17])[CH:16]=3)[S:11][C:4]=12.[F:18][C:19]1[CH:20]=[C:21]([N+:26]([O-:28])=[O:27])[CH:22]=[CH:23][C:24]=1F.C(=O)([O-])[O-].[Cs+].[Cs+].O, predict the reaction product. The product is: [F:18][C:19]1[CH:20]=[C:21]([N+:26]([O-:28])=[O:27])[CH:22]=[CH:23][C:24]=1[N:2]([CH3:1])[C:3]1[CH:8]=[CH:7][N:6]=[C:5]2[CH:9]=[C:10]([C:12]3[N:13]=[CH:14][N:15]([CH3:17])[CH:16]=3)[S:11][C:4]=12.